From a dataset of Full USPTO retrosynthesis dataset with 1.9M reactions from patents (1976-2016). Predict the reactants needed to synthesize the given product. Given the product [Br:28][C:26]1[CH:25]=[C:24]2[C:20]([CH2:21][C:22](=[O:29])[NH:23]2)=[C:19]([CH2:18][N:11]2[C:12]3[CH:17]=[CH:16][CH:15]=[CH:14][C:13]=3[N:9]([CH:5]([CH2:6][CH2:7][CH3:8])[CH2:4][C:3]([OH:31])=[O:2])[C:10]2=[O:30])[CH:27]=1, predict the reactants needed to synthesize it. The reactants are: C[O:2][C:3](=[O:31])[CH2:4][CH:5]([N:9]1[C:13]2[CH:14]=[CH:15][CH:16]=[CH:17][C:12]=2[N:11]([CH2:18][C:19]2[CH:27]=[C:26]([Br:28])[CH:25]=[C:24]3[C:20]=2[CH2:21][C:22](=[O:29])[NH:23]3)[C:10]1=[O:30])[CH2:6][CH2:7][CH3:8].[OH-].[Li+].Cl.